From a dataset of Full USPTO retrosynthesis dataset with 1.9M reactions from patents (1976-2016). Predict the reactants needed to synthesize the given product. (1) Given the product [C:1]([C:5]1[N:9]([CH2:10][CH:11]2[CH2:16][CH2:15][O:14][CH2:13][CH2:12]2)[C:8]2[CH:17]=[CH:18][C:19]([S:21]([N:28]3[CH:29]=[CH:30][C:26]([CH3:25])=[N:27]3)(=[O:23])=[O:22])=[CH:20][C:7]=2[N:6]=1)([CH3:4])([CH3:3])[CH3:2], predict the reactants needed to synthesize it. The reactants are: [C:1]([C:5]1[N:9]([CH2:10][CH:11]2[CH2:16][CH2:15][O:14][CH2:13][CH2:12]2)[C:8]2[CH:17]=[CH:18][C:19]([S:21](Cl)(=[O:23])=[O:22])=[CH:20][C:7]=2[N:6]=1)([CH3:4])([CH3:3])[CH3:2].[CH3:25][C:26]1[CH:30]=[CH:29][NH:28][N:27]=1. (2) Given the product [CH2:25]([N:3]([CH2:1][CH3:2])[CH2:4][C:5]#[C:6][C:7]1[S:15][C:14]2[C:9](=[N:10][CH:11]=[CH:12][C:13]=2[O:16][C:17]2[CH:23]=[CH:22][C:20]([NH:21][C:28](=[O:29])[CH3:27])=[CH:19][C:18]=2[F:24])[CH:8]=1)[CH3:26], predict the reactants needed to synthesize it. The reactants are: [CH2:1]([N:3]([CH2:25][CH3:26])[CH2:4][C:5]#[C:6][C:7]1[S:15][C:14]2[C:9](=[N:10][CH:11]=[CH:12][C:13]=2[O:16][C:17]2[CH:23]=[CH:22][C:20]([NH2:21])=[CH:19][C:18]=2[F:24])[CH:8]=1)[CH3:2].[CH3:27][C:28](N(C)C)=[O:29]. (3) Given the product [Br:1][C:2]1[CH:3]=[CH:4][C:5]([CH2:8][CH2:9][O:10][CH2:11][CH2:12][C:13]([N:23]([CH2:22][CH:9]([O:20][CH2:16][CH3:17])[O:10][CH2:11][CH3:12])[CH2:26][CH2:8][C:5]2[CH:6]=[CH:7][CH:2]=[CH:3][CH:4]=2)=[O:15])=[CH:6][CH:7]=1, predict the reactants needed to synthesize it. The reactants are: [Br:1][C:2]1[CH:7]=[CH:6][C:5]([CH2:8][CH2:9][O:10][CH2:11][CH2:12][C:13]([OH:15])=O)=[CH:4][CH:3]=1.[C:16](Cl)(=[O:20])[C:17](Cl)=O.[CH3:22][N:23]([CH3:26])C=O. (4) Given the product [CH2:21]([C:11]1[C:12]2[C:13]([NH2:18])=[CH:14][CH:15]=[CH:16][C:17]=2[N:9]([CH2:8][C:5]2[CH:4]=[CH:3][C:2]([F:1])=[CH:7][N:6]=2)[N:10]=1)[CH3:22], predict the reactants needed to synthesize it. The reactants are: [F:1][C:2]1[CH:3]=[CH:4][C:5]([CH2:8][N:9]2[C:17]3[C:12](=[C:13]([N+:18]([O-])=O)[CH:14]=[CH:15][CH:16]=3)[C:11]([CH:21]=[CH2:22])=[N:10]2)=[N:6][CH:7]=1. (5) Given the product [CH3:20][O:19][C:17]1[CH:18]=[C:13]([C:5]2[CH:4]=[C:3]([CH:8]=[CH:7][CH:6]=2)[CH:1]=[O:2])[N:14]=[N:15][CH:16]=1, predict the reactants needed to synthesize it. The reactants are: [CH:1]([C:3]1[CH:4]=[C:5](B(O)O)[CH:6]=[CH:7][CH:8]=1)=[O:2].Cl[C:13]1[N:14]=[N:15][CH:16]=[C:17]([O:19][CH3:20])[CH:18]=1.C([O-])([O-])=O.[K+].[K+].